The task is: Predict the reactants needed to synthesize the given product.. This data is from Full USPTO retrosynthesis dataset with 1.9M reactions from patents (1976-2016). (1) The reactants are: [F:1][C:2]1[CH:7]=[CH:6][C:5]([C:8]2[O:12][C:11]([CH:13]3[CH2:18][CH2:17][N:16](C(OC(C)(C)C)=O)[CH2:15][CH2:14]3)=[N:10][N:9]=2)=[CH:4][CH:3]=1.[ClH:26].[OH-].[Na+:28]. Given the product [F:1][C:2]1[CH:7]=[CH:6][C:5]([C:8]2[O:12][C:11]([CH:13]3[CH2:18][CH2:17][NH:16][CH2:15][CH2:14]3)=[N:10][N:9]=2)=[CH:4][CH:3]=1.[Na+:28].[Cl-:26], predict the reactants needed to synthesize it. (2) Given the product [CH2:1]([N:5]1[C:14]2[C:9](=[CH:10][CH:11]=[C:12]([C:15]([NH:51][C@@H:52]([CH2:66][C:67]3[CH:68]=[C:69]([F:74])[CH:70]=[C:71]([F:73])[CH:72]=3)[C@H:53]([OH:65])[CH2:54][NH:55][CH2:56][C:57]3[CH:62]=[CH:61][CH:60]=[C:59]([CH2:63][CH3:64])[CH:58]=3)=[O:17])[CH:13]=2)[CH2:8][CH2:7][CH2:6]1)[CH2:2][CH2:3][CH3:4], predict the reactants needed to synthesize it. The reactants are: [CH2:1]([N:5]1[C:14]2[C:9](=[CH:10][CH:11]=[C:12]([C:15]([OH:17])=O)[CH:13]=2)[CH2:8][CH2:7][CH2:6]1)[CH2:2][CH2:3][CH3:4].CN(C(ON1N=NC2C=CC=CC1=2)=[N+](C)C)C.F[P-](F)(F)(F)(F)F.C(N(C(C)C)CC)(C)C.[NH2:51][C@@H:52]([CH2:66][C:67]1[CH:72]=[C:71]([F:73])[CH:70]=[C:69]([F:74])[CH:68]=1)[C@H:53]([OH:65])[CH2:54][NH:55][CH2:56][C:57]1[CH:62]=[CH:61][CH:60]=[C:59]([CH2:63][CH3:64])[CH:58]=1. (3) Given the product [Br:24][C:19]1[CH:18]=[C:17]([C:16]2[C:11]3[N:10]=[CH:9][N:8]([CH2:6][CH3:7])[C:12]=3[N:13]=[N:14][CH:15]=2)[CH:22]=[CH:21][C:20]=1[F:23], predict the reactants needed to synthesize it. The reactants are: S(=O)(=O)(O)O.[CH2:6]([N:8]1[C:12]2[N:13]=[N:14][CH:15]=[C:16]([C:17]3[CH:22]=[CH:21][C:20]([F:23])=[CH:19][CH:18]=3)[C:11]=2[N:10]=[CH:9]1)[CH3:7].[Br:24]N1C(C)(C)C(=O)N(Br)C1=O.S(=O)(O)[O-].[Na+].[OH-].[Na+]. (4) Given the product [Cl:1][C:2]1[CH:10]=[C:9]([C:11]2[N:15]=[C:14]([C:16]3[CH:21]=[CH:20][C:19]([C:22]4[CH:27]=[CH:26][CH:25]=[CH:24][C:23]=4[CH3:28])=[C:18]([CH2:29][O:30][CH3:31])[CH:17]=3)[O:13][N:12]=2)[CH:8]=[CH:7][C:3]=1[C:4]([NH:38][CH2:37][CH2:36][C:35]([O:34][CH3:33])=[O:39])=[O:5].[Cl:1][C:2]1[CH:10]=[C:9]([C:11]2[N:15]=[C:14]([C:16]3[CH:21]=[CH:20][C:19]([C:22]4[CH:27]=[CH:26][CH:25]=[CH:24][C:23]=4[CH3:28])=[C:18]([CH2:29][O:30][CH3:31])[CH:17]=3)[O:13][N:12]=2)[CH:8]=[CH:7][C:3]=1[C:4]([NH:38][CH2:37][CH2:36][C:35]([OH:34])=[O:39])=[O:5], predict the reactants needed to synthesize it. The reactants are: [Cl:1][C:2]1[CH:10]=[C:9]([C:11]2[N:15]=[C:14]([C:16]3[CH:21]=[CH:20][C:19]([C:22]4[CH:27]=[CH:26][CH:25]=[CH:24][C:23]=4[CH3:28])=[C:18]([CH2:29][O:30][CH3:31])[CH:17]=3)[O:13][N:12]=2)[CH:8]=[CH:7][C:3]=1[C:4](O)=[O:5].Cl.[CH3:33][O:34][C:35](=[O:39])[CH2:36][CH2:37][NH2:38]. (5) Given the product [F:34][C:19]1[CH:20]=[C:21]([NH:24][C:25]([CH:27]2[CH2:31][CH2:30][N:29]([CH3:32])[C:28]2=[O:33])=[O:26])[CH:22]=[CH:23][C:18]=1[O:17][C:16]1[CH:15]=[CH:14][N:13]=[C:12]2[NH:8][N:9]=[C:10]([CH3:35])[C:11]=12, predict the reactants needed to synthesize it. The reactants are: COC1C=CC(C[N:8]2[C:12]3=[N:13][CH:14]=[CH:15][C:16]([O:17][C:18]4[CH:23]=[CH:22][C:21]([NH:24][C:25]([CH:27]5[CH2:31][CH2:30][N:29]([CH3:32])[C:28]5=[O:33])=[O:26])=[CH:20][C:19]=4[F:34])=[C:11]3[C:10]([CH3:35])=[N:9]2)=CC=1.FC(F)(F)C(O)=O. (6) Given the product [NH2:24][C:21]1[CH:22]=[C:23]2[C:18](=[CH:19][CH:20]=1)[NH:17][N:16]=[C:15]2[C:13]1[NH:12][C:9]2[C:8]([N:14]=1)=[CH:7][C:6]1[C:5]([CH3:28])([CH3:27])[C:4](=[O:29])[N:3]([CH2:1][CH3:2])[C:11]=1[CH:10]=2, predict the reactants needed to synthesize it. The reactants are: [CH2:1]([N:3]1[C:11]2[CH:10]=[C:9]3[NH:12][C:13]([C:15]4[C:23]5[C:18](=[CH:19][CH:20]=[C:21]([N+:24]([O-])=O)[CH:22]=5)[NH:17][N:16]=4)=[N:14][C:8]3=[CH:7][C:6]=2[C:5]([CH3:28])([CH3:27])[C:4]1=[O:29])[CH3:2].C1COCC1. (7) Given the product [NH2:1][C:2]1[N:10]=[C:9]([O:11][CH2:12][CH2:13][CH2:14][CH3:15])[N:8]=[C:7]2[C:3]=1[NH:4][C:5](=[O:25])[N:6]2[CH2:16][CH2:17][CH2:18][N:19]([CH2:36][C:32]1[CH:31]=[C:30]([CH2:29][C:28]([O:27][CH3:26])=[O:38])[CH:35]=[CH:34][CH:33]=1)[CH2:20][CH2:21][N:22]([CH3:24])[CH3:23], predict the reactants needed to synthesize it. The reactants are: [NH2:1][C:2]1[N:10]=[C:9]([O:11][CH2:12][CH2:13][CH2:14][CH3:15])[N:8]=[C:7]2[C:3]=1[NH:4][C:5](=[O:25])[N:6]2[CH2:16][CH2:17][CH2:18][NH:19][CH2:20][CH2:21][N:22]([CH3:24])[CH3:23].[CH3:26][O:27][C:28](=[O:38])[CH2:29][C:30]1[CH:35]=[CH:34][CH:33]=[C:32]([CH:36]=O)[CH:31]=1.C(O[BH-](OC(=O)C)OC(=O)C)(=O)C.[Na+]. (8) Given the product [C:1]([N:4]1[C@@H:10]([CH3:11])[C@H:9]([NH:12][C:13](=[O:25])[C@@H:14]([NH:16][CH3:17])[CH3:15])[C:8](=[O:26])[N:7]([CH2:27][C:28]2[C:36]3[C:31](=[CH:32][CH:33]=[CH:34][CH:35]=3)[N:30]([C:37]3[CH:42]=[CH:41][CH:40]=[CH:39][C:38]=3[C:43]#[N:44])[N:29]=2)[C:6]2[CH:45]=[CH:46][CH:47]=[CH:48][C:5]1=2)(=[O:3])[CH3:2], predict the reactants needed to synthesize it. The reactants are: [C:1]([N:4]1[C@@H:10]([CH3:11])[C@H:9]([NH:12][C:13](=[O:25])[C@@H:14]([N:16](C)[C:17](=O)OC(C)(C)C)[CH3:15])[C:8](=[O:26])[N:7]([CH2:27][C:28]2[C:36]3[C:31](=[CH:32][CH:33]=[CH:34][CH:35]=3)[N:30]([C:37]3[CH:42]=[CH:41][CH:40]=[CH:39][C:38]=3[C:43]#[N:44])[N:29]=2)[C:6]2[CH:45]=[CH:46][CH:47]=[CH:48][C:5]1=2)(=[O:3])[CH3:2].C(O)(C(F)(F)F)=O.